Dataset: Full USPTO retrosynthesis dataset with 1.9M reactions from patents (1976-2016). Task: Predict the reactants needed to synthesize the given product. (1) Given the product [F:14][C:11]1[CH:12]=[CH:13][C:8]2[N:7]=[C:18]([C:19]3[CH:24]=[CH:23][CH:22]=[C:21]([C:25]4[CH:30]=[CH:29][N:28]=[CH:27][CH:26]=4)[CH:20]=3)[CH2:17][C:16](=[O:32])[NH:15][C:9]=2[CH:10]=1, predict the reactants needed to synthesize it. The reactants are: C(OC(=O)[NH:7][C:8]1[CH:13]=[CH:12][C:11]([F:14])=[CH:10][C:9]=1[NH:15][C:16](=[O:32])[CH2:17][C:18](=O)[C:19]1[CH:24]=[CH:23][CH:22]=[C:21]([C:25]2[CH:30]=[CH:29][N:28]=[CH:27][CH:26]=2)[CH:20]=1)(C)(C)C.C(O)(C(F)(F)F)=O. (2) Given the product [Cl:1][C:2]1[CH:3]=[C:4]([NH:16][C:17]2[C:29]3[C:28]4[CH2:27][CH2:26][N:25]([C:37](=[O:38])[C:36]([CH2:35][N:32]([CH2:33][CH3:34])[CH2:30][CH3:31])=[CH2:40])[CH2:24][C:23]=4[S:22][C:21]=3[N:20]=[CH:19][N:18]=2)[CH:5]=[CH:6][C:7]=1[O:8][CH2:9][C:10]1[CH:15]=[CH:14][CH:13]=[CH:12][N:11]=1, predict the reactants needed to synthesize it. The reactants are: [Cl:1][C:2]1[CH:3]=[C:4]([NH:16][C:17]2[C:29]3[C:28]4[CH2:27][CH2:26][NH:25][CH2:24][C:23]=4[S:22][C:21]=3[N:20]=[CH:19][N:18]=2)[CH:5]=[CH:6][C:7]=1[O:8][CH2:9][C:10]1[CH:15]=[CH:14][CH:13]=[CH:12][N:11]=1.[CH2:30]([N:32]([CH2:35][C:36](=[CH2:40])[C:37](O)=[O:38])[CH2:33][CH3:34])[CH3:31].F[B-](F)(F)F.N1(OC(N(C)C)=[N+](C)C)C2C=CC=CC=2N=N1.C(N(C(C)C)CC)(C)C. (3) Given the product [C:2]([CH2:4][C:5]1([N:16]2[CH:20]=[C:19]([C:21]3[CH:26]=[N:25][N:24]4[C:27]([C:30]5[CH:31]=[C:32]([NH:36][C:37]([NH:39][CH2:40][C:41]([F:43])([F:44])[F:42])=[O:38])[CH:33]=[CH:34][CH:35]=5)=[CH:28][N:29]=[C:23]4[CH:22]=3)[CH:18]=[N:17]2)[CH2:6][NH:7][CH2:8]1)#[N:3], predict the reactants needed to synthesize it. The reactants are: Cl.[C:2]([CH2:4][C:5]1([N:16]2[CH:20]=[C:19]([C:21]3[CH:26]=[N:25][N:24]4[C:27]([C:30]5[CH:35]=[CH:34][CH:33]=[C:32]([NH:36][C:37]([NH:39][CH2:40][C:41]([F:44])([F:43])[F:42])=[O:38])[CH:31]=5)=[CH:28][N:29]=[C:23]4[CH:22]=3)[CH:18]=[N:17]2)[CH2:8][N:7](C(OC(C)(C)C)=O)[CH2:6]1)#[N:3].C([O-])([O-])=O.[Na+].[Na+]. (4) Given the product [CH:2]1([O:6][C:7]2[CH:12]=[CH:11][N:10]=[C:9]([CH2:13][C:14]([NH:48][C:49]3[N:54]=[N:53][C:52]([CH2:55][CH2:56][CH2:57][CH2:58][N:59]4[CH:63]=[C:62]([C:64]([NH:66][CH3:67])=[O:65])[N:61]=[N:60]4)=[CH:51][CH:50]=3)=[O:16])[CH:8]=2)[CH2:3][CH2:4][CH2:5]1, predict the reactants needed to synthesize it. The reactants are: Cl.[CH:2]1([O:6][C:7]2[CH:12]=[CH:11][N:10]=[C:9]([CH2:13][C:14]([OH:16])=O)[CH:8]=2)[CH2:5][CH2:4][CH2:3]1.CN(C(ON1N=NC2C=CC=NC1=2)=[N+](C)C)C.F[P-](F)(F)(F)(F)F.FC(F)(F)C(O)=O.[NH2:48][C:49]1[N:54]=[N:53][C:52]([CH2:55][CH2:56][CH2:57][CH2:58][N:59]2[CH:63]=[C:62]([C:64]([NH:66][CH3:67])=[O:65])[N:61]=[N:60]2)=[CH:51][CH:50]=1.CN1CCOCC1. (5) Given the product [O:2]1[C@H:6]2[CH2:7][N:8]([CH2:17][CH2:18][OH:19])[CH2:9][C@H:5]2[O:4][CH2:3]1, predict the reactants needed to synthesize it. The reactants are: Cl.[O:2]1[C@H:6]2[CH2:7][NH:8][CH2:9][C@H:5]2[O:4][CH2:3]1.C(=O)([O-])[O-].[K+].[K+].Br[CH2:17][CH2:18][OH:19].